Dataset: Full USPTO retrosynthesis dataset with 1.9M reactions from patents (1976-2016). Task: Predict the reactants needed to synthesize the given product. (1) Given the product [ClH:15].[Br:11][C:9]1[CH:10]=[C:5]([CH2:4][OH:3])[CH:6]=[N:7][CH:8]=1, predict the reactants needed to synthesize it. The reactants are: C([O:3][C:4](=O)[C:5]1[CH:10]=[C:9]([Br:11])[CH:8]=[N:7][CH:6]=1)C.[BH4-].[Na+].[ClH:15].[OH-].[Na+].Cl.CCO. (2) Given the product [C:1]([O:5][C:6]([N:8]1[CH2:16][CH2:15][NH:14][C@@H:10]([CH2:11][O:12][C:23]2[CH:24]=[CH:25][C:20]([F:19])=[CH:21][CH:22]=2)[CH2:9]1)=[O:7])([CH3:4])([CH3:3])[CH3:2], predict the reactants needed to synthesize it. The reactants are: [C:1]([O:5][C:6]([N:8]1[CH2:16][CH2:15][N:14]2[C@@H:10]([CH2:11][O:12]S2(=O)=O)[CH2:9]1)=[O:7])([CH3:4])([CH3:3])[CH3:2].[F:19][C:20]1[CH:25]=[CH:24][C:23](O)=[CH:22][CH:21]=1. (3) Given the product [CH2:23]([O:22][CH2:21][C@@H:10]([OH:41])[CH2:11][CH2:12][P:13]([O:18][CH3:19])(=[O:17])[O:14][CH3:15])[CH2:24][CH2:25][CH2:26][CH2:27][CH2:28][CH2:29][CH2:30][CH2:31][CH2:32][CH2:33][CH2:34][CH2:35][CH2:36][CH2:37][CH3:38], predict the reactants needed to synthesize it. The reactants are: [Na].C([C@H:10]([CH2:21][O:22][CH2:23][CH2:24][CH2:25][CH2:26][CH2:27][CH2:28][CH2:29][CH2:30][CH2:31][CH2:32][CH2:33][CH2:34][CH2:35][CH2:36][CH2:37][CH3:38])[CH2:11][CH2:12][P:13]([O:18][CH2:19]C)(=[O:17])[O:14][CH2:15]C)(=O)C1C=CC=CC=1.CC(O)=[O:41]. (4) Given the product [CH2:11]([O:13][CH2:14][CH2:15][O:16][CH2:17][CH2:18][N:3]1[C:4]2[CH:10]=[CH:9][CH:8]=[CH:7][C:5]=2[N:6]=[C:2]1[CH3:1])[CH3:12], predict the reactants needed to synthesize it. The reactants are: [CH3:1][C:2]1[NH:3][C:4]2[CH:10]=[CH:9][CH:8]=[CH:7][C:5]=2[N:6]=1.[CH2:11]([O:13][CH2:14][CH2:15][O:16][CH2:17][CH2:18]Cl)[CH3:12].